Dataset: NCI-60 drug combinations with 297,098 pairs across 59 cell lines. Task: Regression. Given two drug SMILES strings and cell line genomic features, predict the synergy score measuring deviation from expected non-interaction effect. (1) Drug 1: CC1=C(C(=CC=C1)Cl)NC(=O)C2=CN=C(S2)NC3=CC(=NC(=N3)C)N4CCN(CC4)CCO. Cell line: SW-620. Synergy scores: CSS=13.3, Synergy_ZIP=-5.87, Synergy_Bliss=-3.87, Synergy_Loewe=-16.0, Synergy_HSA=-2.31. Drug 2: CS(=O)(=O)OCCCCOS(=O)(=O)C. (2) Drug 1: CN(CC1=CN=C2C(=N1)C(=NC(=N2)N)N)C3=CC=C(C=C3)C(=O)NC(CCC(=O)O)C(=O)O. Drug 2: C1CC(C1)(C(=O)O)C(=O)O.[NH2-].[NH2-].[Pt+2]. Cell line: KM12. Synergy scores: CSS=49.1, Synergy_ZIP=-6.57, Synergy_Bliss=-7.38, Synergy_Loewe=-28.3, Synergy_HSA=-0.931. (3) Drug 1: CN1CCC(CC1)COC2=C(C=C3C(=C2)N=CN=C3NC4=C(C=C(C=C4)Br)F)OC. Drug 2: C1CN(CCN1C(=O)CCBr)C(=O)CCBr. Cell line: NCI/ADR-RES. Synergy scores: CSS=6.13, Synergy_ZIP=-3.69, Synergy_Bliss=-0.987, Synergy_Loewe=-0.166, Synergy_HSA=-0.404. (4) Drug 1: C1CC(=O)NC(=O)C1N2CC3=C(C2=O)C=CC=C3N. Drug 2: CC12CCC3C(C1CCC2OP(=O)(O)O)CCC4=C3C=CC(=C4)OC(=O)N(CCCl)CCCl.[Na+]. Cell line: ACHN. Synergy scores: CSS=3.30, Synergy_ZIP=-1.53, Synergy_Bliss=-1.11, Synergy_Loewe=-27.9, Synergy_HSA=0.0543.